From a dataset of Experimentally validated miRNA-target interactions with 360,000+ pairs, plus equal number of negative samples. Binary Classification. Given a miRNA mature sequence and a target amino acid sequence, predict their likelihood of interaction. (1) The miRNA is mmu-miR-297b-3p with sequence UAUACAUACACACAUACCCAUA. Result: 0 (no interaction). The protein sequence of the target gene is MSSGYSSLEEDAEDFFFTARTSFFRRAPQGKPRSGQQDVEKEKETHSYLSKEEIKEKVHKYNLAVTDKLKMTLNSNGIYTGFIKVQMELCKPPQTSPNSGKLSPSSNGCMNTLHISSTNTVGEVIEALLKKFLVTESPAKFALYKRCHREDQVYACKLSDREHPLYLRLVAGPRTDTLSFVLREHEIGEWEAFSLPELQNFLRILDKEEDEQLQNLKRRYTAYRQKLEEALREVWKPD. (2) The miRNA is hsa-miR-122-5p with sequence UGGAGUGUGACAAUGGUGUUUG. The protein sequence of the target gene is MNHLSPPPSPHSQQPSPAGLGCHGAALDKQWMQRASAFNTVIASAAAQKLNGRDLPFLYNPLLYSSALLWPQFLLSSATALGTPLTPMTPKSPASVVLGQRDRDFALTPEKEHELQMNNNNENSKQDYQEQDEDMPLNLSTKERITSDDSNRDQYHSSSNNSSRSSSSSEVEQLHPMTSLNVTPPPLSAVNLKSSSTPQQQRQRSQGNIIWSPASMCERSARREQYGLKMEEQGDEEEHQVDPIVRKFKYERRTASISSLQSPISSLSAPASNAVQDLEFEVAQQQLYAHRSAFMAGLTG.... Result: 0 (no interaction). (3) The miRNA is hsa-miR-4720-5p with sequence CCUGGCAUAUUUGGUAUAACUU. The protein sequence of the target gene is MSEAYFRVESGALGPEENFLSLDDILMSHEKLPVRTETAMPRLGAFFLERSAGAETDNAVPQGSKLELPLWLAKGLFDNKRRILSVELPKIYQEGWRTVFSADPNVVDLHKMGPHFYGFGSQLLHFDSPENADISQSLLQTFIGRFRRIMDSSQNAYNEDTSALVARLDEMERGLFQTGQKGLNDFQCWEKGQASQITASNLVQNYKKRKFTDMED. Result: 1 (interaction). (4) Result: 0 (no interaction). The miRNA is mmu-miR-7085-3p with sequence UAGCUGGCCUCUCCCCACCUUC. The protein sequence of the target gene is MLQQLLITLPTEASTWVKLRHPKAATERVALWEDVTKMFKAEALLSQDADETQGESLESRVTLGSLTAESQELLTFKDVSVDFTQEEWGQLAPAHRNLYREVMLENYGNLVSVGCQLSKPGVISQLEKGEEPWLMERDISGVPSSDLKSKTKTKESALQNDISWEELHCGLMMERFTKGSSMYSTLGRISKCNKLESQQENQRMGKGQIPLMCKKTFTQERGQESNRFEKRINVKSEVMPGPIGLPRKRDRKYDTPGKRSRYNIDLVNHSRSYTKMKTFECNICEKIFKQLIHLTEHMRI.... (5) The miRNA is hsa-miR-6503-3p with sequence GGGACUAGGAUGCAGACCUCC. The protein sequence of the target gene is MASEASVRLGVPPGRLWIQRPGIYEDEEGRTWVTVVVRFNPSRREWARASQGSRYEPSITVHLWQMAVHTRELLSSGQMPFSQLPAVWQLYPGRKYRAADSSFWEIADHGQIDSMEQLVLTYQPERKD. Result: 0 (no interaction). (6) The miRNA is mmu-miR-6920-5p with sequence ACACAAUGGAAAGACUGCUUGU. The protein sequence of the target gene is MHYCVLRTFLLLHLVPVALSLSTCSTLDMDQFMRKRIEAIRGQILSKLKLTSPPEDYPEPDEVPPEVISIYNSTRDLLQEKASRRAAACERERSDEEYYAKEVYKIDMPSHFPSETVCPVVTTSSGSVGSFCSIQSQVLCGYLDAIPPTFYRPYFRIVRFDVSTMEKNASNLVKAEFRVFRLQNPKARVAEQRIELYQILKSKDLTSPTQRYIDSKVVKTRAEGEWLSFDVTDAVHEWLHHKDRNLGFKISLHCPCCTFIPSNNYIIPNKSQELEARFAGIDGTSTYASGDQKTIKSTRK.... Result: 0 (no interaction). (7) The miRNA is hsa-miR-26a-5p with sequence UUCAAGUAAUCCAGGAUAGGCU. The protein sequence of the target gene is MAEPTGLLEMSELPGDSSVPQVGTASGVSDVLRGAVGGGVRVQEAREGPVAEAARSMARMPGPVPGPIPSSVPGLASAPDPHQQLAFLEINRQLLFREYLDGSSMIPVRLLRDFEERRRLFVEGCKAREAAFDADPPQMDFAAVAFTVALTASEALSPLAD. Result: 1 (interaction). (8) The miRNA is hsa-miR-887-5p with sequence CUUGGGAGCCCUGUUAGACUC. The protein sequence of the target gene is MTPLCPRPALCYHFLTSLLRSAMQNARGARQRAEAAVLSGPGPPLGRAAQHGIPRPLSSAGRLSQGCRGASTVGAAGWKGELPKAGGSPAPGPETPAISPSKRARPAEVGGMQLRFARLSEHATAPTRGSARAAGYDLYSAYDYTIPPMEKAVVKTDIQIALPSGCYGRVAPRSGLAAKHFIDVGAGVIDEDYRGNVGVVLFNFGKEKFEVKKGDRIAQLICERIFYPEIEEVQALDDTERGSGGFGSTGKN. Result: 0 (no interaction).